Dataset: Reaction yield outcomes from USPTO patents with 853,638 reactions. Task: Predict the reaction yield, written as a fraction of the theoretical maximum amount of product (1.0 means a 100% yield; for example, 0.34 means a 34% yield). (1) The reactants are [Br:1][C:2]1[CH:7]=[N:6][C:5]([OH:8])=[C:4]2[O:9][C:10]([Cl:12])=[CH:11][C:3]=12.[C:13]([O-])([O-])=O.[K+].[K+].CI. The catalyst is CN(C=O)C. The product is [Br:1][C:2]1[C:3]2[CH:11]=[C:10]([Cl:12])[O:9][C:4]=2[C:5](=[O:8])[N:6]([CH3:13])[CH:7]=1. The yield is 0.850. (2) The reactants are [Br:1][C:2]1[CH:3]=[C:4]([N:8]2[C:16]3[C:11](=[CH:12][C:13]([C:17]4[CH:18]=NN(C)C=4)=[CH:14][CH:15]=3)[C:10](C(OC)=O)=[N:9]2)[CH:5]=[CH:6][CH:7]=1.[CH:27]([NH2:29])=[O:28]. No catalyst specified. The product is [Br:1][C:2]1[CH:3]=[C:4]([N:8]2[C:16]3[C:11](=[CH:12][C:13]([C:17]4[CH:18]=[CH:4][N:8]([CH3:16])[N:9]=4)=[CH:14][CH:15]=3)[C:10]([C:27]([NH2:29])=[O:28])=[N:9]2)[CH:5]=[CH:6][CH:7]=1. The yield is 0.970. (3) The reactants are Br[C:2]1[CH:7]=[CH:6][C:5]([C:8](=[O:20])[CH2:9][C:10]2([C:16]([O:18][CH3:19])=[O:17])[CH2:15][CH2:14][O:13][CH2:12][CH2:11]2)=[CH:4][CH:3]=1.[N+:21]([C:24]1[CH:29]=[CH:28][C:27](B(O)O)=[CH:26][CH:25]=1)([O-:23])=[O:22].C(=O)([O-])[O-].[Na+].[Na+].ClCCl. The catalyst is C1C=CC(P(C2C=CC=CC=2)[C-]2C=CC=C2)=CC=1.C1C=CC(P(C2C=CC=CC=2)[C-]2C=CC=C2)=CC=1.Cl[Pd]Cl.[Fe+2].O.O1CCOCC1.C1(C)C=CC=CC=1. The product is [N+:21]([C:24]1[CH:29]=[CH:28][C:27]([C:2]2[CH:7]=[CH:6][C:5]([C:8](=[O:20])[CH2:9][C:10]3([C:16]([O:18][CH3:19])=[O:17])[CH2:15][CH2:14][O:13][CH2:12][CH2:11]3)=[CH:4][CH:3]=2)=[CH:26][CH:25]=1)([O-:23])=[O:22]. The yield is 0.790. (4) The catalyst is O1CCCC1. The product is [F:1][C:2]([F:14])([F:15])[C:3]1[CH:4]=[C:5]([CH2:9][CH2:10][CH2:11][OH:12])[CH:6]=[CH:7][CH:8]=1. The yield is 0.900. The reactants are [F:1][C:2]([F:15])([F:14])[C:3]1[CH:4]=[C:5]([CH2:9][CH2:10][C:11](O)=[O:12])[CH:6]=[CH:7][CH:8]=1.CSC.B.Cl. (5) The reactants are C[O:2][C:3](=[O:24])[C:4]1[C:5](=[C:10]([NH:14][C:15]2[CH:20]=[CH:19][C:18]([CH:21]([CH3:23])[CH3:22])=[CH:17][CH:16]=2)[CH:11]=[CH:12][CH:13]=1)[C:6]([O:8]C)=[O:7].[OH-].[Na+]. The catalyst is C(O)C. The product is [CH:21]([C:18]1[CH:17]=[CH:16][C:15]([NH:14][C:10]2[CH:11]=[CH:12][CH:13]=[C:4]([C:3]([OH:24])=[O:2])[C:5]=2[C:6]([OH:8])=[O:7])=[CH:20][CH:19]=1)([CH3:23])[CH3:22]. The yield is 1.00. (6) The reactants are C1C(=O)N(Br)C(=O)C1.[Cl:9][C:10]1[C:15](/[C:16](/O)=[CH:17]\[C:18]2[CH:23]=[CH:22][N:21]=[C:20]([Cl:24])[N:19]=2)=[CH:14][CH:13]=[CH:12][C:11]=1[NH:26][S:27]([C:30]1[C:35]([F:36])=[CH:34][CH:33]=[CH:32][C:31]=1[F:37])(=[O:29])=[O:28].[O:38]1[CH2:43][CH2:42][CH:41]([C:44](=[S:46])[NH2:45])[CH2:40][CH2:39]1. The catalyst is CC(N(C)C)=O.O. The product is [Cl:9][C:10]1[C:15]([C:16]2[N:45]=[C:44]([CH:41]3[CH2:42][CH2:43][O:38][CH2:39][CH2:40]3)[S:46][C:17]=2[C:18]2[CH:23]=[CH:22][N:21]=[C:20]([Cl:24])[N:19]=2)=[CH:14][CH:13]=[CH:12][C:11]=1[NH:26][S:27]([C:30]1[C:35]([F:36])=[CH:34][CH:33]=[CH:32][C:31]=1[F:37])(=[O:29])=[O:28]. The yield is 0.501. (7) The reactants are [CH2:1]([C:3]1[CH:9]=[CH:8][C:6]([NH2:7])=[CH:5][CH:4]=1)[CH3:2].C1C(=O)N([Br:17])C(=O)C1. The catalyst is CN(C=O)C. The product is [Br:17][C:5]1[CH:4]=[C:3]([CH2:1][CH3:2])[CH:9]=[CH:8][C:6]=1[NH2:7]. The yield is 0.930.